This data is from Peptide-MHC class II binding affinity with 134,281 pairs from IEDB. The task is: Regression. Given a peptide amino acid sequence and an MHC pseudo amino acid sequence, predict their binding affinity value. This is MHC class II binding data. (1) The peptide sequence is KLMNSPEFHLVFGNC. The MHC is DRB3_0101 with pseudo-sequence DRB3_0101. The binding affinity (normalized) is 0.205. (2) The peptide sequence is VSAISQTEVKEEGKE. The MHC is HLA-DQA10201-DQB10301 with pseudo-sequence HLA-DQA10201-DQB10301. The binding affinity (normalized) is 0.376. (3) The peptide sequence is DIVEVDRDTARRHLA. The MHC is DRB1_0801 with pseudo-sequence DRB1_0801. The binding affinity (normalized) is 0.167.